Dataset: Forward reaction prediction with 1.9M reactions from USPTO patents (1976-2016). Task: Predict the product of the given reaction. (1) Given the reactants [CH2:1]([C:6]1[CH:38]=[CH:37][C:9]([CH2:10][N:11]([C:23](=[O:36])[CH:24]=[CH:25][C:26]2[CH:31]=[CH:30][C:29]([C:32]([F:35])([F:34])[F:33])=[CH:28][CH:27]=2)[C@@H:12]([CH2:16][C:17]2[CH:22]=[CH:21][CH:20]=[CH:19][CH:18]=2)[C:13](O)=[O:14])=[CH:8][CH:7]=1)[CH2:2][CH2:3][CH2:4][CH3:5].CN(C(ON1N=NC2C=CC=CC1=2)=[N+](C)C)C.[B-](F)(F)(F)F.CCN(C(C)C)C(C)C.Br.[C:71]([N:88]1[CH2:93][CH2:92][NH:91][CH2:90][CH2:89]1)([O:73][CH2:74][CH:75]1[C:87]2[C:82](=[CH:83][CH:84]=[CH:85][CH:86]=2)[C:81]2[C:76]1=[CH:77][CH:78]=[CH:79][CH:80]=2)=[O:72], predict the reaction product. The product is: [CH:86]1[C:87]2[CH:75]([CH2:74][O:73][C:71]([N:88]3[CH2:89][CH2:90][N:91]([C:13](=[O:14])[C@@H:12]([N:11]([CH2:10][C:9]4[CH:37]=[CH:38][C:6]([CH2:1][CH2:2][CH2:3][CH2:4][CH3:5])=[CH:7][CH:8]=4)[C:23](=[O:36])[CH:24]=[CH:25][C:26]4[CH:31]=[CH:30][C:29]([C:32]([F:34])([F:35])[F:33])=[CH:28][CH:27]=4)[CH2:16][C:17]4[CH:22]=[CH:21][CH:20]=[CH:19][CH:18]=4)[CH2:92][CH2:93]3)=[O:72])[C:76]3[C:81](=[CH:80][CH:79]=[CH:78][CH:77]=3)[C:82]=2[CH:83]=[CH:84][CH:85]=1. (2) Given the reactants [F:1][C:2]1[CH:7]=[C:6]([F:8])[CH:5]=[CH:4][C:3]=1[C:9]1[CH:14]=[CH:13][N:12]=[C:11]([N:15]2[CH2:20][CH2:19][N:18](C(OC(C)(C)C)=O)[CH2:17][CH2:16]2)[N:10]=1.C(OCC)(=O)C.Cl, predict the reaction product. The product is: [F:1][C:2]1[CH:7]=[C:6]([F:8])[CH:5]=[CH:4][C:3]=1[C:9]1[CH:14]=[CH:13][N:12]=[C:11]([N:15]2[CH2:16][CH2:17][NH:18][CH2:19][CH2:20]2)[N:10]=1. (3) The product is: [NH2:15][CH:4]([CH2:5][C:6]1[CH:7]=[C:8]([Br:14])[C:9]([O:13][CH2:25][C:26]2[CH:31]=[CH:30][CH:29]=[CH:28][C:27]=2[F:32])=[C:10]([Br:12])[CH:11]=1)[C:3]([OH:2])=[O:23]. Given the reactants C[O:2][C:3](=[O:23])[CH:4]([NH:15]C(OC(C)(C)C)=O)[CH2:5][C:6]1[CH:11]=[C:10]([Br:12])[C:9]([OH:13])=[C:8]([Br:14])[CH:7]=1.Br[CH2:25][C:26]1[CH:31]=[CH:30][CH:29]=[CH:28][C:27]=1[F:32], predict the reaction product. (4) Given the reactants FC1C=CC(C[C:9]2[CH:18]=[C:17]3[C:12]([C:13](O)=[C:14]([C:21]([O:23]CC)=O)[C:15](=O)[N:16]3C)=[N:11][CH:10]=2)=CC=1.[NH2:27]CCN1CCNC1=O, predict the reaction product. The product is: [NH:16]1[C:17]2[C:12](=[N:11][CH:10]=[CH:9][CH:18]=2)[CH:13]=[C:14]([C:21]([NH2:27])=[O:23])[CH2:15]1.